The task is: Predict the reaction yield, written as a fraction of the theoretical maximum amount of product (1.0 means a 100% yield; for example, 0.34 means a 34% yield).. This data is from Reaction yield outcomes from USPTO patents with 853,638 reactions. (1) The reactants are [Cl:1][C:2]1[CH:8]=[C:7]([O:9][C:10]2[C:19]3[C:14](=[CH:15][C:16]([O:22][CH3:23])=[C:17]([O:20][CH3:21])[CH:18]=3)[N:13]=[CH:12][N:11]=2)[CH:6]=[CH:5][C:3]=1[NH2:4].C1(C)C=CC=CC=1.C(N(CC)CC)C.ClC(Cl)(O[C:42](=[O:48])[O:43][C:44](Cl)(Cl)Cl)Cl.[CH3:50][O:51][C:52]1[CH:62]=[CH:61][C:55]([O:56][CH2:57][CH2:58]CO)=[CH:54][CH:53]=1. The catalyst is C(Cl)Cl. The product is [Cl:1][C:2]1[CH:8]=[C:7]([O:9][C:10]2[C:19]3[C:14](=[CH:15][C:16]([O:22][CH3:23])=[C:17]([O:20][CH3:21])[CH:18]=3)[N:13]=[CH:12][N:11]=2)[CH:6]=[CH:5][C:3]=1[NH:4][C:42](=[O:48])[O:43][CH2:44][CH2:58][CH2:57][O:56][C:55]1[CH:61]=[CH:62][C:52]([O:51][CH3:50])=[CH:53][CH:54]=1. The yield is 0.450. (2) The reactants are [F:1][C:2](F)(F)[CH2:3][CH2:4][O:5][C:6]1[CH:14]=[C:13]2[C:9]([CH2:10][CH2:11][C:12]2=[O:15])=[CH:8][CH:7]=1.OC1C=C2C(CCC2=O)=CC=1.FCCCO. No catalyst specified. The product is [F:1][CH2:2][CH2:3][CH2:4][O:5][C:6]1[CH:14]=[C:13]2[C:9]([CH2:10][CH2:11][C:12]2=[O:15])=[CH:8][CH:7]=1. The yield is 0.940.